Dataset: Reaction yield outcomes from USPTO patents with 853,638 reactions. Task: Predict the reaction yield, written as a fraction of the theoretical maximum amount of product (1.0 means a 100% yield; for example, 0.34 means a 34% yield). (1) The reactants are C=C[C@@H]1[C@@H]2C[C@H]([C@@H](O)C3C4C(=CC=CC=4)N=CC=3)N(CC2)C1.[Cl:23][C:24]1[CH:29]=[CH:28][C:27]([C@H:30]2[N:34]([C:35]3[CH:40]=[CH:39][C:38]([Cl:41])=[CH:37][C:36]=3[Cl:42])[N:33]=[C:32]([C:43]([OH:45])=[O:44])[C@H:31]2[CH3:46])=[CH:26][CH:25]=1. The catalyst is CC#N. The product is [Cl:23][C:24]1[CH:25]=[CH:26][C:27]([C@@H:30]2[N:34]([C:35]3[CH:40]=[CH:39][C:38]([Cl:41])=[CH:37][C:36]=3[Cl:42])[N:33]=[C:32]([C:43]([OH:45])=[O:44])[C@@H:31]2[CH3:46])=[CH:28][CH:29]=1. The yield is 0.480. (2) No catalyst specified. The product is [CH2:50]([O:49][C:7]1[C:2]2[NH:1][C:17]([C:19]3([NH2:34])[CH2:20][CH2:21][N:22]([C:25]4[N:30]=[CH:29][N:28]=[C:27]5[C:26]=4[N:85]=[CH:32][NH:31]5)[CH2:23][CH2:24]3)=[N:16][C:3]=2[CH:4]=[CH:5][CH:6]=1)[C:51]1[CH:56]=[CH:55][CH:54]=[CH:53][CH:52]=1. The yield is 0.697. The reactants are [NH2:1][C:2]1[C:7](OCC2C=CC=CC=2)=[CH:6][CH:5]=[CH:4][C:3]=1[NH:16][C:17]([C:19]1([NH:34]C(=O)OC(C)(C)C)[CH2:24][CH2:23][N:22]([C:25]2[C:26]3C=[CH:32][NH:31][C:27]=3[N:28]=[CH:29][N:30]=2)[CH2:21][CH2:20]1)=O.NC1C=CC=C([O:49][CH2:50][C:51]2[CH:56]=[CH:55][CH:54]=[CH:53][CH:52]=2)C=1NC(C1(NC(=O)OC(C)(C)C)CCN(C2C3C=CNC=3N=CN=2)CC1)=O.Cl.C[N:85]1C(=O)CCC1. (3) The reactants are [CH2:1]([C:5]1[N:10]2[N:11]=[CH:12][CH:13]=[C:9]2[N:8]([C@H:14]2[CH2:19][CH2:18][C@H:17]([OH:20])[CH2:16][CH2:15]2)[C:7](=[O:21])[C:6]=1[CH2:22][C:23]1[CH:28]=[CH:27][C:26]([C:29]2[C:30]([C:35]#[N:36])=[CH:31][CH:32]=[CH:33][CH:34]=2)=[CH:25][CH:24]=1)[CH2:2][CH2:3][CH3:4].[N+](=[CH:39][C:40]([O:42][CH2:43][CH3:44])=[O:41])=[N-].C(OCC)(=O)C.O. The catalyst is C(Cl)Cl.C([O-])(=O)C.[Rh+3].C([O-])(=O)C.C([O-])(=O)C. The product is [CH2:43]([O:42][C:40](=[O:41])[CH2:39][O:20][C@H:17]1[CH2:18][CH2:19][C@H:14]([N:8]2[C:7](=[O:21])[C:6]([CH2:22][C:23]3[CH:24]=[CH:25][C:26]([C:29]4[CH:34]=[CH:33][CH:32]=[CH:31][C:30]=4[C:35]#[N:36])=[CH:27][CH:28]=3)=[C:5]([CH2:1][CH2:2][CH2:3][CH3:4])[N:10]3[N:11]=[CH:12][CH:13]=[C:9]23)[CH2:15][CH2:16]1)[CH3:44]. The yield is 0.610. (4) The reactants are [F:1][C:2]([F:18])([F:17])[C:3]1[CH:11]=[C:10]2[C:6]([CH:7]=[C:8]([C:12]([O:14][CH2:15][CH3:16])=[O:13])[NH:9]2)=[CH:5][CH:4]=1.IC.[C:21](=O)([O-])[O-].[K+].[K+].O. The catalyst is CN(C=O)C. The product is [CH3:21][N:9]1[C:10]2[C:6](=[CH:5][CH:4]=[C:3]([C:2]([F:17])([F:1])[F:18])[CH:11]=2)[CH:7]=[C:8]1[C:12]([O:14][CH2:15][CH3:16])=[O:13]. The yield is 0.900. (5) The reactants are [Cl:1][C:2]1[CH:26]=[CH:25][C:5]2[S:6][CH:7]=[C:8]([CH2:9][N:10]3[CH2:14][CH2:13][N:12]([C:15]4[S:16][C:17]([C:21]([OH:23])=O)=[C:18]([CH3:20])[N:19]=4)[C:11]3=[O:24])[C:4]=2[CH:3]=1.ON1C2C=CC=CC=2N=N1.CN(C)CCCN=C=NCC.C(N(C(C)C)CC)(C)C.[NH2:57][CH2:58][C:59]1[CH:60]=[N:61][CH:62]=[CH:63][CH:64]=1. The catalyst is CN(C)C=O. The product is [Cl:1][C:2]1[CH:26]=[CH:25][C:5]2[S:6][CH:7]=[C:8]([CH2:9][N:10]3[CH2:14][CH2:13][N:12]([C:15]4[S:16][C:17]([C:21]([NH:57][CH2:58][C:59]5[CH:60]=[N:61][CH:62]=[CH:63][CH:64]=5)=[O:23])=[C:18]([CH3:20])[N:19]=4)[C:11]3=[O:24])[C:4]=2[CH:3]=1. The yield is 0.450.